The task is: Predict which catalyst facilitates the given reaction.. This data is from Catalyst prediction with 721,799 reactions and 888 catalyst types from USPTO. (1) Reactant: C(NC(C)C)(C)C.C([Li])CCC.C(N(CC)[C:16](=[O:33])[C:17]1[CH:22]=[CH:21][C:20]([F:23])=[CH:19][C:18]=1[C:24]1[C:25]([O:31][CH3:32])=[N:26][CH:27]=[N:28][C:29]=1[CH3:30])C. Product: [F:23][C:20]1[CH:21]=[CH:22][C:17]2[C:16]([OH:33])=[CH:30][C:29]3[N:28]=[CH:27][N:26]=[C:25]([O:31][CH3:32])[C:24]=3[C:18]=2[CH:19]=1. The catalyst class is: 1. (2) Reactant: [H-].[Na+].[I-].[CH3:4][S+](C)(C)=O.[Si:9]([O:26][CH2:27][C@@H:28]([N:31]1[C@H:36]([C:37]2[CH:42]=[CH:41][C:40]([Cl:43])=[CH:39][CH:38]=2)[C@@H:35]([C:44]2[CH:49]=[CH:48][CH:47]=[C:46]([Cl:50])[CH:45]=2)[CH2:34][C@@:33](/[CH:52]=[CH:53]/[C:54]([O:56][CH3:57])=[O:55])([CH3:51])[C:32]1=[O:58])[CH2:29][CH3:30])([C:22]([CH3:25])([CH3:24])[CH3:23])([C:16]1[CH:21]=[CH:20][CH:19]=[CH:18][CH:17]=1)[C:10]1[CH:15]=[CH:14][CH:13]=[CH:12][CH:11]=1.[S].[I-]. Product: [Si:9]([O:26][CH2:27][C@@H:28]([N:31]1[C@H:36]([C:37]2[CH:38]=[CH:39][C:40]([Cl:43])=[CH:41][CH:42]=2)[C@@H:35]([C:44]2[CH:49]=[CH:48][CH:47]=[C:46]([Cl:50])[CH:45]=2)[CH2:34][C@@:33]([CH:52]2[CH2:4][CH:53]2[C:54]([O:56][CH3:57])=[O:55])([CH3:51])[C:32]1=[O:58])[CH2:29][CH3:30])([C:22]([CH3:25])([CH3:24])[CH3:23])([C:16]1[CH:21]=[CH:20][CH:19]=[CH:18][CH:17]=1)[C:10]1[CH:11]=[CH:12][CH:13]=[CH:14][CH:15]=1. The catalyst class is: 774. (3) Reactant: [CH2:1]([C:4]1[CH:9]=[CH:8][C:7]([CH2:10][OH:11])=[CH:6][CH:5]=1)[C:2]#[CH:3].Br[C:13]1[C:14]([NH:21][CH:22]2[CH2:27][CH2:26][CH2:25][CH2:24][CH2:23]2)=[N:15][C:16]([C:19]#[N:20])=[N:17][CH:18]=1.C(N(CC)CC)C. The catalyst class is: 538. Product: [CH:22]1([N:21]2[C:14]3[N:15]=[C:16]([C:19]#[N:20])[N:17]=[CH:18][C:13]=3[CH:3]=[C:2]2[CH2:1][C:4]2[CH:9]=[CH:8][C:7]([CH2:10][OH:11])=[CH:6][CH:5]=2)[CH2:23][CH2:24][CH2:25][CH2:26][CH2:27]1. (4) Reactant: [CH3:1][O:2][C:3]1[CH:8]=[CH:7][C:6]([C:9]2[C:14]([CH3:15])=[C:13]([C:16]([F:19])([F:18])[F:17])[N:12]3[N:20]=[CH:21][C:22]([C:23](O)=[O:24])=[C:11]3[N:10]=2)=[CH:5][CH:4]=1.C(Cl)(=O)C(Cl)=O.CCN(C(C)C)C(C)C.[CH3:41][C@H:42]1[NH:47][CH2:46][CH2:45][N:44]([C@@H:48]([C:50]2[CH:55]=[C:54]([F:56])[CH:53]=[C:52]([F:57])[C:51]=2[F:58])[CH3:49])[CH2:43]1. Product: [CH3:1][O:2][C:3]1[CH:4]=[CH:5][C:6]([C:9]2[C:14]([CH3:15])=[C:13]([C:16]([F:18])([F:17])[F:19])[N:12]3[N:20]=[CH:21][C:22]([C:23]([N:47]4[CH2:46][CH2:45][N:44]([C@@H:48]([C:50]5[CH:55]=[C:54]([F:56])[CH:53]=[C:52]([F:57])[C:51]=5[F:58])[CH3:49])[CH2:43][C@H:42]4[CH3:41])=[O:24])=[C:11]3[N:10]=2)=[CH:7][CH:8]=1. The catalyst class is: 329. (5) Reactant: [CH2:1]1[C:6]2([CH2:11][CH2:10][C:9](=[O:12])[CH:8]=[CH:7]2)[CH2:5][CH2:4][O:3][CH2:2]1.[H][H]. Product: [CH2:5]1[C:6]2([CH2:11][CH2:10][C:9](=[O:12])[CH2:8][CH2:7]2)[CH2:1][CH2:2][O:3][CH2:4]1. The catalyst class is: 78. (6) Reactant: [C:1](Cl)(=[O:3])[CH3:2].[OH:5][CH2:6][CH2:7][NH:8][C:9](=[O:17])[C:10]1[CH:15]=[CH:14][CH:13]=[CH:12][C:11]=1[NH2:16].[CH2:18](N(CC)CC)[CH3:19].C(O)(=O)C. Product: [C:1]([O:5][CH2:6][CH2:7][N:8]1[C:9](=[O:17])[C:10]2[C:11](=[CH:12][CH:13]=[CH:14][CH:15]=2)[N:16]=[C:18]1[CH3:19])(=[O:3])[CH3:2]. The catalyst class is: 113. (7) Reactant: [C:1]([C:3]1[CH:32]=[CH:31][C:6]([C:7]([NH:9][CH2:10][C:11]2[CH:16]=[CH:15][C:14]([O:17][CH2:18][C:19]([N:21]3[CH2:25][CH:24]4[O:26][C:27]([CH3:30])([CH3:29])[O:28][CH:23]4[CH2:22]3)=[O:20])=[CH:13][CH:12]=2)=[O:8])=[CH:5][CH:4]=1)#[N:2]. Product: [NH2:2][CH2:1][C:3]1[CH:32]=[CH:31][C:6]([C:7]([NH:9][CH2:10][C:11]2[CH:12]=[CH:13][C:14]([O:17][CH2:18][C:19]([N:21]3[CH2:25][C@H:24]4[O:26][C:27]([CH3:29])([CH3:30])[O:28][C@H:23]4[CH2:22]3)=[O:20])=[CH:15][CH:16]=2)=[O:8])=[CH:5][CH:4]=1. The catalyst class is: 319. (8) Reactant: [N+:1]([C:4]1[CH:5]=[C:6]([CH:8]=[CH:9][CH:10]=1)[NH2:7])([O-:3])=[O:2].[N+:11]([C:14]1[CH:15]=[C:16]([N:20]=[C:21]=[O:22])[CH:17]=[CH:18][CH:19]=1)([O-:13])=[O:12]. Product: [N+:1]([C:4]1[CH:5]=[C:6]([NH:7][C:21]([NH:20][C:16]2[CH:17]=[CH:18][CH:19]=[C:14]([N+:11]([O-:13])=[O:12])[CH:15]=2)=[O:22])[CH:8]=[CH:9][CH:10]=1)([O-:3])=[O:2]. The catalyst class is: 2. (9) Product: [CH:17]([O:6][CH2:3][N:30]1[N:29]=[C:28]([C:32]([O:34][CH2:35][CH3:36])=[O:33])[C:27]([C:25](=[O:26])[C:24]2[CH:37]=[C:38]([O:39][CH3:40])[C:21]([O:20][CH3:19])=[CH:22][C:23]=2[N+:41]([O-:43])=[O:42])=[N:31]1)([CH3:18])[CH3:1]. Reactant: [CH2:1]=O.[CH:3](=[O:6])CC.C(N1[CH:18]=[CH:17]N=C1)(N1C=CN=C1)=O.[CH3:19][O:20][C:21]1[C:38]([O:39][CH3:40])=[CH:37][C:24]([C:25]([C:27]2[NH:31][N:30]=[N:29][C:28]=2[C:32]([O:34][CH2:35][CH3:36])=[O:33])=[O:26])=[C:23]([N+:41]([O-:43])=[O:42])[CH:22]=1. The catalyst class is: 32. (10) Product: [F:15][C:4]1([C:5]([F:14])([C:6]([F:9])([F:8])[F:7])[C:10]([F:12])([F:11])[F:13])[C:3]([F:16])([C:2]([F:17])([F:18])[F:1])[O:19]1. The catalyst class is: 10. Reactant: [F:1][C:2]([F:18])([F:17])[C:3]([F:16])=[C:4]([F:15])[C:5]([F:14])([C:10]([F:13])([F:12])[F:11])[C:6]([F:9])([F:8])[F:7].[OH-:19].[K+].OO.